Dataset: Full USPTO retrosynthesis dataset with 1.9M reactions from patents (1976-2016). Task: Predict the reactants needed to synthesize the given product. (1) Given the product [CH3:40][N:38]([CH3:39])[CH2:37][C:18]1[S:19][C:20]2[CH:21]=[N:22][NH:23][C:16]=2[CH:17]=1, predict the reactants needed to synthesize it. The reactants are: C(=NN[C:16]1[CH:17]=[C:18]([CH2:37][N:38]([CH3:40])[CH3:39])[S:19][C:20]=1[CH:21]=[N:22][N:23]=C(C1C=CC=CC=1)C1C=CC=CC=1)(C1C=CC=CC=1)C1C=CC=CC=1.Cl.O.C(=O)([O-])[O-].[Na+].[Na+]. (2) Given the product [Cl:1][C:2]1[CH:7]=[CH:6][C:5]([C:8]2[S:16][C:33]3[C:32](=[O:34])[N:13]([CH2:18][C:19]([C:21]4[CH:22]=[C:23]5[C:27](=[CH:28][CH:29]=4)[CH2:26][CH:25]([N:30]([CH3:31])[C:44](=[O:43])[CH3:45])[CH2:24]5)=[O:20])[CH:12]=[N:11][C:10]=3[CH:9]=2)=[CH:4][CH:3]=1, predict the reactants needed to synthesize it. The reactants are: [Cl:1][C:2]1[CH:7]=[CH:6][C:5]([C:8]2[S:16]C3C(=O)[N:13]([CH2:18][C:19]([C:21]4[CH:22]=[C:23]5[C:27](=[CH:28][CH:29]=4)[CH2:26][CH:25]([NH:30][CH3:31])[CH2:24]5)=[O:20])[CH:12]=[N:11][C:10]=3[CH:9]=2)=[CH:4][CH:3]=1.[C:32](Cl)(=[O:34])[CH3:33].C(N(CC)CC)C.[O:43]1CC[CH2:45][CH2:44]1. (3) The reactants are: [NH:1]1[CH2:6][CH2:5][CH:4]([C:7]2[NH:29][C:10]3=[N:11][CH:12]=[CH:13][C:14]([C:15]4[N:20]=[C:19]([NH:21][CH2:22][CH:23]5[CH2:28][CH2:27][O:26][CH2:25][CH2:24]5)[CH:18]=[CH:17][CH:16]=4)=[C:9]3[CH:8]=2)[CH2:3][CH2:2]1.C=O.O.[C:33]([BH3-])#N.[Na+]. Given the product [CH3:33][N:1]1[CH2:6][CH2:5][CH:4]([C:7]2[NH:29][C:10]3=[N:11][CH:12]=[CH:13][C:14]([C:15]4[N:20]=[C:19]([NH:21][CH2:22][CH:23]5[CH2:28][CH2:27][O:26][CH2:25][CH2:24]5)[CH:18]=[CH:17][CH:16]=4)=[C:9]3[CH:8]=2)[CH2:3][CH2:2]1, predict the reactants needed to synthesize it. (4) Given the product [CH3:9][O:10][C:11]1[CH:16]=[CH:15][C:14]([O:17][CH3:18])=[CH:13][C:12]=1[S:19]([NH:1][C:2]1[O:6][N:5]=[C:4]([CH3:7])[C:3]=1[Br:8])(=[O:20])=[O:21], predict the reactants needed to synthesize it. The reactants are: [NH2:1][C:2]1[O:6][N:5]=[C:4]([CH3:7])[C:3]=1[Br:8].[CH3:9][O:10][C:11]1[CH:16]=[CH:15][C:14]([O:17][CH3:18])=[CH:13][C:12]=1[S:19](Cl)(=[O:21])=[O:20]. (5) Given the product [C:1]1([CH2:7][S:8]([NH2:20])(=[O:10])=[O:9])[CH:6]=[CH:5][CH:4]=[CH:3][CH:2]=1, predict the reactants needed to synthesize it. The reactants are: [C:1]1([CH2:7][S:8](Cl)(=[O:10])=[O:9])[CH:6]=[CH:5][CH:4]=[CH:3][CH:2]=1.C([NH2:20])CCCCCCC. (6) Given the product [F:12][C:13]1[CH:14]=[CH:15][C:16]([C:19]([O:4][CH:2]([CH3:3])[CH3:1])=[O:20])=[N:17][CH:18]=1, predict the reactants needed to synthesize it. The reactants are: [CH3:1][CH:2]([OH:4])[CH3:3].C(N(CC)CC)C.[F:12][C:13]1[CH:14]=[CH:15][C:16]([C:19](F)=[O:20])=[N:17][CH:18]=1.